From a dataset of Full USPTO retrosynthesis dataset with 1.9M reactions from patents (1976-2016). Predict the reactants needed to synthesize the given product. (1) Given the product [N:6]1([C:12]2[CH:20]=[CH:19][CH:18]=[CH:17][C:13]=2[CH2:14][OH:15])[CH2:11][CH2:10][NH:9][CH2:8][CH2:7]1, predict the reactants needed to synthesize it. The reactants are: S(=O)(=O)(O)O.[N:6]1([C:12]2[CH:20]=[CH:19][CH:18]=[CH:17][C:13]=2[C:14](O)=[O:15])[CH2:11][CH2:10][NH:9][CH2:8][CH2:7]1.B. (2) Given the product [I:14][C:11]1[N:10]=[C:9]([CH3:15])[N:8]([C:6]2[CH:5]=[CH:4][NH:3][C:2](=[O:16])[CH:7]=2)[C:12]=1[CH3:13], predict the reactants needed to synthesize it. The reactants are: Cl[C:2]1[CH:7]=[C:6]([N:8]2[C:12]([CH3:13])=[C:11]([I:14])[N:10]=[C:9]2[CH3:15])[CH:5]=[CH:4][N:3]=1.[OH-:16].[K+]. (3) Given the product [Cl:22][C:20]1[CH:21]=[C:16]([CH:17]=[C:18]([Cl:23])[CH:19]=1)[CH2:15][O:14][C:13]([N:1]1[CH2:6][CH2:5][CH:4]([CH2:7][C:8]([OH:10])=[O:9])[CH2:3][CH2:2]1)=[O:24], predict the reactants needed to synthesize it. The reactants are: [NH:1]1[CH2:6][CH2:5][CH:4]([CH2:7][C:8]([OH:10])=[O:9])[CH2:3][CH2:2]1.[OH-].[Na+].[C:13](Cl)(=[O:24])[O:14][CH2:15][C:16]1[CH:21]=[C:20]([Cl:22])[CH:19]=[C:18]([Cl:23])[CH:17]=1.Cl. (4) Given the product [O:14]=[C:13]1[CH2:12][C:10](=[O:11])[CH2:9][CH2:8][N:7]1[C:6]([O:5][C:1]([CH3:4])([CH3:3])[CH3:2])=[O:22], predict the reactants needed to synthesize it. The reactants are: [C:1]([O:5][C:6](=[O:22])[NH:7][CH2:8][CH2:9][C:10]([CH:12]1C(=O)OC(C)(C)[O:14][C:13]1=O)=[O:11])([CH3:4])([CH3:3])[CH3:2]. (5) Given the product [Cl:18][C:15]1[CH:16]=[CH:17][C:12]([C:10]2[C:9]3[C:4](=[CH:5][CH:6]=[CH:7][CH:8]=3)[C:3](=[O:19])[N:2]([NH:1][C:30](=[O:31])[CH2:29][C:25]3[CH:26]=[CH:27][CH:28]=[C:23]([O:22][C:21]([F:33])([F:20])[F:34])[CH:24]=3)[N:11]=2)=[CH:13][CH:14]=1, predict the reactants needed to synthesize it. The reactants are: [NH2:1][N:2]1[N:11]=[C:10]([C:12]2[CH:17]=[CH:16][C:15]([Cl:18])=[CH:14][CH:13]=2)[C:9]2[C:4](=[CH:5][CH:6]=[CH:7][CH:8]=2)[C:3]1=[O:19].[F:20][C:21]([F:34])([F:33])[O:22][C:23]1[CH:24]=[C:25]([CH2:29][C:30](O)=[O:31])[CH:26]=[CH:27][CH:28]=1. (6) Given the product [NH4+:2].[OH-:1].[NH2:30][C:3]1[C:4]2[N:14]=[C:13]3[CH2:15][O:16][CH2:17][C@H:18]([CH2:19][CH2:20][CH2:21][NH:22][C:23](=[O:29])[O:24][C:25]([CH3:28])([CH3:27])[CH3:26])[N:12]3[C:5]=2[C:6]2[C:11](=[CH:10][CH:9]=[CH:8][CH:7]=2)[N:2]=1, predict the reactants needed to synthesize it. The reactants are: [O-:1][N+:2]1[C:11]2[C:6](=[CH:7][CH:8]=[CH:9][CH:10]=2)[C:5]2[N:12]3[C@@H:18]([CH2:19][CH2:20][CH2:21][NH:22][C:23](=[O:29])[O:24][C:25]([CH3:28])([CH3:27])[CH3:26])[CH2:17][O:16][CH2:15][C:13]3=[N:14][C:4]=2[CH:3]=1.[NH4+:30].[OH-].C1(C)C=CC(S(Cl)(=O)=O)=CC=1.O.